Dataset: Full USPTO retrosynthesis dataset with 1.9M reactions from patents (1976-2016). Task: Predict the reactants needed to synthesize the given product. Given the product [F:1][C:2]1[C:3]([CH:10]=[O:11])=[CH:4][N:5]=[C:6]([O:8][CH3:9])[CH:7]=1, predict the reactants needed to synthesize it. The reactants are: [F:1][C:2]1[CH:7]=[C:6]([O:8][CH3:9])[N:5]=[CH:4][C:3]=1[CH2:10][OH:11].